Dataset: Full USPTO retrosynthesis dataset with 1.9M reactions from patents (1976-2016). Task: Predict the reactants needed to synthesize the given product. (1) Given the product [OH2:3].[ClH:21].[CH3:10][N:9]1[C:5]([CH:4]=[O:3])=[N:6][C:7]([C:11]2[CH:16]=[CH:15][CH:14]=[C:13]([CH3:17])[N:12]=2)=[N:8]1, predict the reactants needed to synthesize it. The reactants are: C([O:3][CH:4](OCC)[C:5]1[N:9]([CH3:10])[N:8]=[C:7]([C:11]2[CH:16]=[CH:15][CH:14]=[C:13]([CH3:17])[N:12]=2)[N:6]=1)C.[ClH:21]. (2) Given the product [OH2:2].[ClH:19].[F:15][C:12]1[CH:13]=[C:14]2[C:9]([CH:8]=[CH:7][C:6](=[O:16])[N:5]2[CH2:4][CH:3]=[O:2])=[N:10][CH:11]=1, predict the reactants needed to synthesize it. The reactants are: C[O:2][CH:3](OC)[CH2:4][N:5]1[C:14]2[C:9](=[N:10][CH:11]=[C:12]([F:15])[CH:13]=2)[CH:8]=[CH:7][C:6]1=[O:16].[ClH:19].